Dataset: TCR-epitope binding with 47,182 pairs between 192 epitopes and 23,139 TCRs. Task: Binary Classification. Given a T-cell receptor sequence (or CDR3 region) and an epitope sequence, predict whether binding occurs between them. (1) The epitope is GPGHKARVL. The TCR CDR3 sequence is CASTTGQINYGYTF. Result: 1 (the TCR binds to the epitope). (2) The epitope is LEPLVDLPI. The TCR CDR3 sequence is CASSSQADTQYF. Result: 0 (the TCR does not bind to the epitope).